This data is from Forward reaction prediction with 1.9M reactions from USPTO patents (1976-2016). The task is: Predict the product of the given reaction. (1) The product is: [CH:1]([C:5]1[CH:11]=[CH:10][CH:9]=[C:8]([CH:12]([CH3:14])[CH3:13])[C:6]=1[OH:16])([CH2:3][CH3:4])[CH3:2]. Given the reactants [CH:1]([C:5]1[CH:11]=[CH:10][CH:9]=[C:8]([CH:12]([CH3:14])[CH3:13])[C:6]=1N)([CH2:3][CH3:4])[CH3:2].N([O-])=[O:16].[Na+].NC1C=CC=CC=1, predict the reaction product. (2) Given the reactants [C:1]([SiH:5]([C:21]([CH3:24])([CH3:23])[CH3:22])[C:6]1[CH:11]=[CH:10][C:9]([CH2:12]COC2CCCCO2)=[CH:8][CH:7]=1)([CH3:4])([CH3:3])[CH3:2].C1(C)C=CC(S(O)(=O)=O)=CC=1.[C:36]([O-:39])(O)=[O:37].[Na+].CC(C)=O.OS(O)(=O)=O.O=[Cr](=O)=O, predict the reaction product. The product is: [C:21]([SiH:5]([C:1]([CH3:4])([CH3:3])[CH3:2])[C:6]1[CH:7]=[CH:8][C:9]([CH2:12][C:36]([OH:39])=[O:37])=[CH:10][CH:11]=1)([CH3:24])([CH3:23])[CH3:22]. (3) Given the reactants [F:1][C:2]1[CH:14]=[C:13](B2OC(C)(C)C(C)(C)O2)[CH:12]=[CH:11][C:3]=1[C:4]([O:6][C:7]([CH3:10])([CH3:9])[CH3:8])=[O:5].[NH2:24][C:25]1[C:30](Cl)=[N:29][CH:28]=[CH:27][N:26]=1.C(=O)([O-])[O-].[Na+].[Na+].COCCOC, predict the reaction product. The product is: [NH2:24][C:25]1[C:30]([C:13]2[CH:12]=[CH:11][C:3]([C:4]([O:6][C:7]([CH3:8])([CH3:9])[CH3:10])=[O:5])=[C:2]([F:1])[CH:14]=2)=[N:29][CH:28]=[CH:27][N:26]=1. (4) The product is: [NH2:8][C:6]1[N:5]=[C:4]2[C:3]([NH:18][C:21](=[O:22])[N:9]2[C@H:10]2[CH2:11][CH2:12][C@H:13]([O:16][CH3:17])[CH2:14][CH2:15]2)=[C:2]([Cl:1])[N:7]=1. Given the reactants [Cl:1][C:2]1[N:7]=[C:6]([NH2:8])[N:5]=[C:4]([NH:9][C@H:10]2[CH2:15][CH2:14][C@H:13]([O:16][CH3:17])[CH2:12][CH2:11]2)[C:3]=1[NH2:18].C1C[O:22][CH2:21]C1, predict the reaction product. (5) Given the reactants Br[C:2]1[S:16][C:5]2=[N:6][C:7]([CH3:15])=[CH:8][C:9]([NH:10][S:11]([CH3:14])(=[O:13])=[O:12])=[C:4]2[C:3]=1[C:17]1[CH:22]=[CH:21][CH:20]=[C:19]([O:23][CH3:24])[CH:18]=1.[NH:25]1[CH:29]=[C:28](B(O)O)[CH:27]=[N:26]1.C(=O)([O-])[O-].[K+].[K+], predict the reaction product. The product is: [CH3:15][C:7]1[N:6]=[C:5]2[S:16][C:2]([C:28]3[CH:29]=[N:25][NH:26][CH:27]=3)=[C:3]([C:17]3[CH:22]=[CH:21][CH:20]=[C:19]([O:23][CH3:24])[CH:18]=3)[C:4]2=[C:9]([NH:10][S:11]([CH3:14])(=[O:13])=[O:12])[CH:8]=1. (6) The product is: [OH:32][CH:31]([C:33]1[CH:38]=[CH:37][C:36]([C:39]2[N:43]=[C:42]([C:44]3[C:48]([CH2:49][CH2:50][CH3:51])=[C:47]([C:52]4[CH:53]=[CH:54][CH:55]=[CH:56][CH:57]=4)[O:46][N:45]=3)[O:41][N:40]=2)=[CH:35][CH:34]=1)[CH2:30][N:1]1[CH2:6][CH2:5][CH2:4][CH:3]([CH2:7][C:8]([OH:10])=[O:9])[CH2:2]1. Given the reactants [NH:1]1[CH2:6][CH2:5][CH2:4][CH:3]([CH2:7][C:8]([OH:10])=[O:9])[CH2:2]1.[OH-].C([N+](CCCC)(CCCC)CCCC)CCC.Br[CH2:30][CH:31]([C:33]1[CH:38]=[CH:37][C:36]([C:39]2[N:43]=[C:42]([C:44]3[C:48]([CH2:49][CH2:50][CH3:51])=[C:47]([C:52]4[CH:57]=[CH:56][CH:55]=[CH:54][CH:53]=4)[O:46][N:45]=3)[O:41][N:40]=2)=[CH:35][CH:34]=1)[OH:32].CCN(C(N1N=NN(C2C(Cl)=CC=CC=2)C1=O)=O)C1CCCCC1, predict the reaction product. (7) Given the reactants [Br:1][C:2]1[CH:7]=[CH:6][C:5]([CH2:8][C:9]([OH:11])=[O:10])=[CH:4][CH:3]=1.OS(O)(=O)=O.[CH2:17](O)[CH3:18], predict the reaction product. The product is: [Br:1][C:2]1[CH:3]=[CH:4][C:5]([CH2:8][C:9]([O:11][CH2:17][CH3:18])=[O:10])=[CH:6][CH:7]=1. (8) The product is: [C:20]([NH:23][C:24]1[CH:32]=[CH:31][C:27]([C:28]([NH:19][CH:15]([C:16](=[O:18])[NH:1][C:2]2([C:8]#[N:9])[CH2:7][CH2:6][O:5][CH2:4][CH2:3]2)[CH2:14][C:11]([CH3:10])([CH3:12])[CH3:13])=[O:29])=[CH:26][CH:25]=1)(=[O:22])[CH3:21]. Given the reactants [NH2:1][C:2]1([C:8]#[N:9])[CH2:7][CH2:6][O:5][CH2:4][CH2:3]1.[CH3:10][C:11]([CH2:14][C@H:15]([NH2:19])[C:16]([OH:18])=O)([CH3:13])[CH3:12].[C:20]([NH:23][C:24]1[CH:32]=[CH:31][C:27]([C:28](O)=[O:29])=[CH:26][CH:25]=1)(=[O:22])[CH3:21], predict the reaction product. (9) Given the reactants [N:1]1[CH:6]=[CH:5][CH:4]=[CH:3][C:2]=1[C:7]1[S:11][C:10]([S:12]([N:15]2[CH2:20][CH2:19][CH:18]([CH2:21][NH:22]C(=O)OC(C)(C)C)[CH2:17][CH2:16]2)(=[O:14])=[O:13])=[CH:9][CH:8]=1.[ClH:30], predict the reaction product. The product is: [ClH:30].[ClH:30].[N:1]1[CH:6]=[CH:5][CH:4]=[CH:3][C:2]=1[C:7]1[S:11][C:10]([S:12]([N:15]2[CH2:16][CH2:17][CH:18]([CH2:21][NH2:22])[CH2:19][CH2:20]2)(=[O:13])=[O:14])=[CH:9][CH:8]=1. (10) Given the reactants Cl[C:2]1[C:7]([N+:8]([O-:10])=[O:9])=[CH:6][CH:5]=[C:4]([Cl:11])[N:3]=1.C(=O)([O-])[O-].[Na+].[Na+].[NH3:18], predict the reaction product. The product is: [Cl:11][C:4]1[N:3]=[C:2]([NH2:18])[C:7]([N+:8]([O-:10])=[O:9])=[CH:6][CH:5]=1.